This data is from Full USPTO retrosynthesis dataset with 1.9M reactions from patents (1976-2016). The task is: Predict the reactants needed to synthesize the given product. (1) Given the product [CH3:17][C:18]1[NH:19][C:20]2[C:25]([CH:26]=1)=[CH:24][CH:23]=[C:22]([O:27][C:2]1[CH:3]=[CH:4][C:5]3[N:6]([CH:8]=[C:9]([NH:11][C:12]([CH:14]4[CH2:16][CH2:15]4)=[O:13])[N:10]=3)[N:7]=1)[CH:21]=2, predict the reactants needed to synthesize it. The reactants are: I[C:2]1[CH:3]=[CH:4][C:5]2[N:6]([CH:8]=[C:9]([NH:11][C:12]([CH:14]3[CH2:16][CH2:15]3)=[O:13])[N:10]=2)[N:7]=1.[CH3:17][C:18]1[NH:19][C:20]2[C:25]([CH:26]=1)=[CH:24][CH:23]=[C:22]([OH:27])[CH:21]=2.C(=O)([O-])[O-].[K+].[K+]. (2) Given the product [CH2:13]([O:20][C:21](=[O:22])[N:2]([CH2:3][CH2:4][OH:5])[CH3:1])[C:14]1[CH:19]=[CH:18][CH:17]=[CH:16][CH:15]=1, predict the reactants needed to synthesize it. The reactants are: [CH3:1][NH:2][CH2:3][CH2:4][OH:5].CCN(CC)CC.[CH2:13]([O:20][C:21](Cl)=[O:22])[C:14]1[CH:19]=[CH:18][CH:17]=[CH:16][CH:15]=1. (3) Given the product [C:41]([O:45][C:46]([N:48]1[CH2:53][CH2:52][CH:51]([C:54]([C:13]2[N:14]([CH3:17])[C:15]3[C:11]([N:12]=2)=[C:10]([N:18]2[CH2:23][CH2:22][O:21][CH2:20][CH2:19]2)[N:9]=[C:8]([N:7]2[C:6]4[CH:24]=[CH:25][CH:26]=[CH:27][C:5]=4[N:4]=[C:3]2[CH2:1][CH3:2])[N:16]=3)=[O:59])[CH2:50][CH2:49]1)=[O:47])([CH3:44])([CH3:43])[CH3:42], predict the reactants needed to synthesize it. The reactants are: [CH2:1]([C:3]1[N:7]([C:8]2[N:16]=[C:15]3[C:11]([N:12]=[CH:13][N:14]3[CH3:17])=[C:10]([N:18]3[CH2:23][CH2:22][O:21][CH2:20][CH2:19]3)[N:9]=2)[C:6]2[CH:24]=[CH:25][CH:26]=[CH:27][C:5]=2[N:4]=1)[CH3:2].CN(CCN(C)C)C.[Li]CCCC.[C:41]([O:45][C:46]([N:48]1[CH2:53][CH2:52][CH:51]([C:54](=[O:59])NCOC)[CH2:50][CH2:49]1)=[O:47])([CH3:44])([CH3:43])[CH3:42]. (4) Given the product [Cl:1][C:2]1[CH:7]=[CH:6][CH:5]=[C:4]([Cl:8])[C:3]=1[C:9]#[CH:10], predict the reactants needed to synthesize it. The reactants are: [Cl:1][C:2]1[CH:7]=[CH:6][CH:5]=[C:4]([Cl:8])[C:3]=1[CH:9]=[C:10](Br)Br.[Li]CCCC. (5) Given the product [Br:1][C:2]1[CH:7]=[C:6]([F:8])[CH:5]=[CH:4][C:3]=1[CH:9]1[C:14]([C:15]([O:17][CH2:18][CH3:19])=[O:16])=[C:13]([CH2:20][N:30]2[CH2:35][CH2:34][O:33][CH2:32][CH:31]2[CH2:36][OH:37])[NH:12][C:11]([C:22]2[S:23][C:24]([O:27][CH3:28])=[CH:25][N:26]=2)=[N:10]1, predict the reactants needed to synthesize it. The reactants are: [Br:1][C:2]1[CH:7]=[C:6]([F:8])[CH:5]=[CH:4][C:3]=1[CH:9]1[C:14]([C:15]([O:17][CH2:18][CH3:19])=[O:16])=[C:13]([CH2:20]Br)[NH:12][C:11]([C:22]2[S:23][C:24]([O:27][CH3:28])=[CH:25][N:26]=2)=[N:10]1.Cl.[NH:30]1[CH2:35][CH2:34][O:33][CH2:32][CH:31]1[CH2:36][OH:37]. (6) Given the product [CH:1]1([CH2:6][C@H:7]([CH2:35][N:36]([CH:45]=[O:46])[OH:37])[C:8]([N:10]2[C@H:14]([C:15]([NH:17][C:18]3[CH:23]=[CH:22][C:21]([CH3:24])=[CH:20][N:19]=3)=[O:16])[CH2:13][CH2:12][NH:11]2)=[O:9])[CH2:2][CH2:3][CH2:4][CH2:5]1, predict the reactants needed to synthesize it. The reactants are: [CH:1]1([CH2:6][C@H:7]([CH2:35][N:36]([CH:45]=[O:46])[O:37]CC2C=CC=CC=2)[C:8]([N:10]2[C@H:14]([C:15]([NH:17][C:18]3[CH:23]=[CH:22][C:21]([CH3:24])=[CH:20][N:19]=3)=[O:16])[CH2:13][CH2:12][N:11]2C(OCC2C=CC=CC=2)=O)=[O:9])[CH2:5][CH2:4][CH2:3][CH2:2]1.